Dataset: NCI-60 drug combinations with 297,098 pairs across 59 cell lines. Task: Regression. Given two drug SMILES strings and cell line genomic features, predict the synergy score measuring deviation from expected non-interaction effect. (1) Drug 1: CC1=C2C(C(=O)C3(C(CC4C(C3C(C(C2(C)C)(CC1OC(=O)C(C(C5=CC=CC=C5)NC(=O)OC(C)(C)C)O)O)OC(=O)C6=CC=CC=C6)(CO4)OC(=O)C)O)C)O. Drug 2: C1CN(P(=O)(OC1)NCCCl)CCCl. Cell line: SW-620. Synergy scores: CSS=8.71, Synergy_ZIP=0.815, Synergy_Bliss=-2.30, Synergy_Loewe=-17.2, Synergy_HSA=-2.84. (2) Drug 1: CC(C1=C(C=CC(=C1Cl)F)Cl)OC2=C(N=CC(=C2)C3=CN(N=C3)C4CCNCC4)N. Drug 2: CC1C(C(CC(O1)OC2CC(OC(C2O)C)OC3=CC4=CC5=C(C(=O)C(C(C5)C(C(=O)C(C(C)O)O)OC)OC6CC(C(C(O6)C)O)OC7CC(C(C(O7)C)O)OC8CC(C(C(O8)C)O)(C)O)C(=C4C(=C3C)O)O)O)O. Cell line: NCI/ADR-RES. Synergy scores: CSS=-1.73, Synergy_ZIP=0.806, Synergy_Bliss=-1.60, Synergy_Loewe=-2.27, Synergy_HSA=-3.17.